From a dataset of Full USPTO retrosynthesis dataset with 1.9M reactions from patents (1976-2016). Predict the reactants needed to synthesize the given product. (1) Given the product [CH3:18][O:19][C:20]1[CH:26]=[CH:25][CH:24]=[CH:23][C:21]=1[NH:22][C:6]1[C:5](=[O:17])[C:4](=[O:3])[C:7]=1[NH:8][C:9]1[CH:14]=[CH:13][CH:12]=[CH:11][C:10]=1[OH:15], predict the reactants needed to synthesize it. The reactants are: C([O:3][C:4]1[C:5](=[O:17])[C:6](=O)[C:7]=1[NH:8][C:9]1[CH:14]=[CH:13][CH:12]=[CH:11][C:10]=1[OH:15])C.[CH3:18][O:19][C:20]1[CH:26]=[CH:25][CH:24]=[CH:23][C:21]=1[NH2:22]. (2) Given the product [ClH:14].[Cl:25][C:21]1[CH:20]=[C:19]2[C:24]([C:15]([C:10]3[C:9]4[C:4](=[CH:5][CH:6]=[C:7]([N+:11]([O-:13])=[O:12])[CH:8]=4)[NH:3][C:2]=3[CH3:1])=[CH:16][CH:17]=[N:18]2)=[CH:23][CH:22]=1, predict the reactants needed to synthesize it. The reactants are: [CH3:1][C:2]1[NH:3][C:4]2[C:9]([CH:10]=1)=[CH:8][C:7]([N+:11]([O-:13])=[O:12])=[CH:6][CH:5]=2.[Cl:14][C:15]1[C:24]2[C:19](=[CH:20][C:21]([Cl:25])=[CH:22][CH:23]=2)[N:18]=[CH:17][CH:16]=1. (3) Given the product [CH2:24]([N:22]([CH2:21][C:16]1[CH:15]=[C:14]([C:12]2[O:11][N:10]=[C:9]([C:7]3[CH:8]=[C:3]([CH3:1])[C:4]([O:27][CH:51]([CH2:52][OH:53])[CH2:50][OH:49])=[C:5]([CH3:26])[CH:6]=3)[N:13]=2)[CH:19]=[C:18]([CH3:20])[CH:17]=1)[CH3:23])[CH3:25].[CH:59]([O-:60])=[O:58], predict the reactants needed to synthesize it. The reactants are: [CH2:1]([C:3]1[CH:8]=[C:7]([C:9]2[N:13]=[C:12]([C:14]3[CH:19]=[C:18]([CH3:20])[CH:17]=[C:16]([CH2:21][N:22]([CH2:24][CH3:25])[CH3:23])[CH:15]=3)[O:11][N:10]=2)[CH:6]=[C:5]([CH3:26])[C:4]=1[OH:27])C.C1C=CC(P(C2C=CC=CC=2)C2C=CC=CC=2)=CC=1.CC1(C)[O:53][CH2:52][CH:51](O)[CH2:50][O:49]1.CC[O:58][C:59](/N=N/C(OCC)=O)=[O:60]. (4) Given the product [ClH:1].[ClH:1].[CH3:2][C:3]1[N:7]2[CH2:8][CH2:9][N:10]([CH:13]3[CH2:18][CH2:17][NH:16][CH2:15][CH2:14]3)[C:11](=[O:12])[C:6]2=[CH:5][N:4]=1, predict the reactants needed to synthesize it. The reactants are: [ClH:1].[CH3:2][C:3]1[N:7]2[CH2:8][CH2:9][N:10]([CH:13]3[CH2:18][CH2:17][N:16](C(OC(C)(C)C)=O)[CH2:15][CH2:14]3)[C:11](=[O:12])[C:6]2=[CH:5][N:4]=1. (5) The reactants are: Cl.[CH3:2][C:3]1[N:8]=[C:7]([C:9]2[C:10](=[O:16])[NH:11][C:12](=[O:15])[NH:13][CH:14]=2)[CH:6]=[CH:5][CH:4]=1.C([O-])([O-])=O.[K+].[K+].Br[CH:24]([Cl:28])[CH2:25][CH2:26][CH3:27].CC1N=C(C2C(=O)NC(=O)NC=2)C=CC=1. Given the product [Cl:28][CH2:24][CH2:25][CH2:26][CH2:27][N:13]1[CH:14]=[C:9]([C:7]2[CH:6]=[CH:5][CH:4]=[C:3]([CH3:2])[N:8]=2)[C:10](=[O:16])[NH:11][C:12]1=[O:15], predict the reactants needed to synthesize it. (6) Given the product [CH:1]1([NH:6][C:7]2[N:16]=[CH:15][C:14]3[CH2:13][CH2:12][C:11]4[C:17]([C:21]([N:33]([OH:34])[CH3:32])=[O:22])=[N:18][N:19]([CH3:20])[C:10]=4[C:9]=3[N:8]=2)[CH2:2][CH2:3][CH2:4][CH2:5]1, predict the reactants needed to synthesize it. The reactants are: [CH:1]1([NH:6][C:7]2[N:16]=[CH:15][C:14]3[CH2:13][CH2:12][C:11]4[C:17]([C:21]([O-])=[O:22])=[N:18][N:19]([CH3:20])[C:10]=4[C:9]=3[N:8]=2)[CH2:5][CH2:4][CH2:3][CH2:2]1.[K+].C(Cl)(=O)C(Cl)=O.Cl.[CH3:32][NH:33][OH:34].C(N(CC)CC)C. (7) The reactants are: C([O:3][C:4]([C:6]1[CH:7]=[CH:8][C:9]2[N:10]([C:12]([CH:15]([C:17]3[CH:18]=[C:19]4[C:23](=[CH:24][CH:25]=3)[N:22]([CH3:26])[N:21]=[CH:20]4)[CH3:16])=[CH:13][N:14]=2)[N:11]=1)=[CH2:5])C.Cl.CN1C2C(=CC(CC3N4N=C(C(=O)C)C=CC4=NC=3)=CC=2)C=N1. Given the product [CH3:26][N:22]1[C:23]2[C:19](=[CH:18][C:17]([CH:15]([C:12]3[N:10]4[N:11]=[C:6]([C:4](=[O:3])[CH3:5])[CH:7]=[CH:8][C:9]4=[N:14][CH:13]=3)[CH3:16])=[CH:25][CH:24]=2)[CH:20]=[N:21]1, predict the reactants needed to synthesize it. (8) Given the product [ClH:28].[NH2:8][CH2:9][CH2:10][C:11]1[CH:16]=[CH:15][C:14]([CH:17]([CH3:19])[CH3:18])=[CH:13][C:12]=1[NH:20][C:21](=[O:27])[C:22]([O:24][CH2:25][CH3:26])=[O:23], predict the reactants needed to synthesize it. The reactants are: C(OC([NH:8][CH2:9][CH2:10][C:11]1[CH:16]=[CH:15][C:14]([CH:17]([CH3:19])[CH3:18])=[CH:13][C:12]=1[NH:20][C:21](=[O:27])[C:22]([O:24][CH2:25][CH3:26])=[O:23])=O)(C)(C)C.[ClH:28].C(O)C.